This data is from Peptide-MHC class I binding affinity with 185,985 pairs from IEDB/IMGT. The task is: Regression. Given a peptide amino acid sequence and an MHC pseudo amino acid sequence, predict their binding affinity value. This is MHC class I binding data. (1) The peptide sequence is RRWIQLGLQK. The MHC is HLA-B40:01 with pseudo-sequence HLA-B40:01. The binding affinity (normalized) is 0. (2) The peptide sequence is TYSTYGKFL. The MHC is Patr-A0901 with pseudo-sequence Patr-A0901. The binding affinity (normalized) is 0.398. (3) The peptide sequence is LTSLVITYCL. The MHC is HLA-A68:02 with pseudo-sequence HLA-A68:02. The binding affinity (normalized) is 0.634. (4) The peptide sequence is VIILAALFMY. The MHC is HLA-A68:01 with pseudo-sequence HLA-A68:01. The binding affinity (normalized) is 0.